Task: Predict the reaction yield, written as a fraction of the theoretical maximum amount of product (1.0 means a 100% yield; for example, 0.34 means a 34% yield).. Dataset: Reaction yield outcomes from USPTO patents with 853,638 reactions The reactants are [Cl:1][C:2]1[CH:39]=[CH:38][C:5]([CH2:6][N:7]2[C:15](=[O:16])[C:14]3[N:13]([C:17]4[CH:22]=[CH:21][C:20]([F:23])=[CH:19][CH:18]=4)[C:12]([O:24][CH3:25])=[N:11][C:10]=3[N:9](CC3C=CC(OC)=CC=3OC)[C:8]2=[O:37])=[CH:4][CH:3]=1.C([SiH](CC)CC)C.C(Cl)Cl. The catalyst is FC(F)(F)C(O)=O. The product is [Cl:1][C:2]1[CH:39]=[CH:38][C:5]([CH2:6][N:7]2[C:15](=[O:16])[C:14]3[N:13]([C:17]4[CH:18]=[CH:19][C:20]([F:23])=[CH:21][CH:22]=4)[C:12]([O:24][CH3:25])=[N:11][C:10]=3[NH:9][C:8]2=[O:37])=[CH:4][CH:3]=1. The yield is 0.490.